Task: Predict the product of the given reaction.. Dataset: Forward reaction prediction with 1.9M reactions from USPTO patents (1976-2016) (1) Given the reactants [N+:1]([O-:4])(O)=[O:2].[F:5][C:6]1[CH:13]=[CH:12][CH:11]=[C:10]([F:14])[C:7]=1[CH:8]=[O:9], predict the reaction product. The product is: [F:5][C:6]1[C:13]([N+:1]([O-:4])=[O:2])=[CH:12][CH:11]=[C:10]([F:14])[C:7]=1[CH:8]=[O:9]. (2) Given the reactants [Cl:1][C:2]1[CH:7]=[CH:6][C:5]([Cl:8])=[CH:4][C:3]=1[C:9]1[NH:13][N:12]=[N:11][N:10]=1.Br.Br[CH2:16][C:17]1[CH:18]=[N:19][CH:20]=[CH:21][CH:22]=1.Cl.ClCC1C(C)=NC=CC=1, predict the reaction product. The product is: [Cl:1][C:2]1[CH:7]=[CH:6][C:5]([Cl:8])=[CH:4][C:3]=1[C:9]1[N:13]([CH2:16][C:17]2[CH:18]=[N:19][CH:20]=[CH:21][CH:22]=2)[N:12]=[N:11][N:10]=1. (3) Given the reactants [C:1]([C:5]1[CH:9]=[C:8]([NH:10][C:11]([NH:13][C@@H:14]2[C:23]3[C:18](=[CH:19][CH:20]=[CH:21][CH:22]=3)[C@H:17]([O:24][C:25]3[CH:26]=[CH:27][C:28]4[N:29]([C:31]([CH:34]([CH3:36])[CH3:35])=[N:32][N:33]=4)[CH:30]=3)[CH2:16][CH2:15]2)=[O:12])[N:7]([C:37]2[CH:38]=[N:39][N:40]([CH2:42][CH2:43][OH:44])[CH:41]=2)[N:6]=1)([CH3:4])([CH3:3])[CH3:2].[CH3:45][S:46](Cl)(=[O:48])=[O:47].CCN(C(C)C)C(C)C, predict the reaction product. The product is: [C:1]([C:5]1[CH:9]=[C:8]([NH:10][C:11]([NH:13][C@@H:14]2[C:23]3[C:18](=[CH:19][CH:20]=[CH:21][CH:22]=3)[C@H:17]([O:24][C:25]3[CH:26]=[CH:27][C:28]4[N:29]([C:31]([CH:34]([CH3:36])[CH3:35])=[N:32][N:33]=4)[CH:30]=3)[CH2:16][CH2:15]2)=[O:12])[N:7]([C:37]2[CH:38]=[N:39][N:40]([CH2:42][CH2:43][O:44][S:46]([CH3:45])(=[O:48])=[O:47])[CH:41]=2)[N:6]=1)([CH3:3])([CH3:4])[CH3:2].